Dataset: Full USPTO retrosynthesis dataset with 1.9M reactions from patents (1976-2016). Task: Predict the reactants needed to synthesize the given product. (1) Given the product [Cl:30][C:2]1[N:3]=[C:4]([CH:12]2[CH2:17][CH2:16][CH:15]([C:18]([OH:20])=[O:19])[CH2:14][CH2:13]2)[CH:5]=[C:6]2[C:11]=1[N:10]=[CH:9][CH:8]=[CH:7]2, predict the reactants needed to synthesize it. The reactants are: O=[C:2]1[C:11]2[N:10]=[CH:9][CH:8]=[CH:7][C:6]=2[CH:5]=[C:4]([CH:12]2[CH2:17][CH2:16][CH:15]([C:18]([OH:20])=[O:19])[CH2:14][CH2:13]2)[NH:3]1.C1(C)C=CC=CC=1.P(Cl)(Cl)([Cl:30])=O.[OH-].[Na+]. (2) Given the product [F:10][C:9]([F:12])([F:11])[O:8][C:7]1[CH:6]=[CH:5][C:4]([N:13]2[C:17]([C:18]([F:21])([F:20])[F:19])=[N:16][N:15]=[N:14]2)=[CH:3][C:2]=1[C:22]#[N:23], predict the reactants needed to synthesize it. The reactants are: Br[C:2]1[CH:3]=[C:4]([N:13]2[C:17]([C:18]([F:21])([F:20])[F:19])=[N:16][N:15]=[N:14]2)[CH:5]=[CH:6][C:7]=1[O:8][C:9]([F:12])([F:11])[F:10].[CH3:22][N:23](C=O)C. (3) Given the product [C:20]([O:23][C:24](=[O:25])[NH:17][C:13]1[CH2:14][O:15][CH2:16][C@:11]([C:4]2[CH:5]=[C:6]([N+:8]([O-:10])=[O:9])[CH:7]=[C:2]([Br:1])[CH:3]=2)([CH3:18])[N:12]=1)([CH3:22])([CH3:21])[CH3:19], predict the reactants needed to synthesize it. The reactants are: [Br:1][C:2]1[CH:3]=[C:4]([C@:11]2([CH3:18])[CH2:16][O:15][CH2:14][C:13]([NH2:17])=[N:12]2)[CH:5]=[C:6]([N+:8]([O-:10])=[O:9])[CH:7]=1.[CH3:19][C:20]([O:23][C:24](O[C:24]([O:23][C:20]([CH3:22])([CH3:21])[CH3:19])=[O:25])=[O:25])([CH3:22])[CH3:21].CCN(C(C)C)C(C)C.O.